This data is from Forward reaction prediction with 1.9M reactions from USPTO patents (1976-2016). The task is: Predict the product of the given reaction. (1) Given the reactants [NH2:1][C@@H:2]([C:5]([OH:7])=[O:6])[CH2:3][OH:4].C[Si](Cl)(C)C.C[Si](C)(C)N[Si](C)(C)C.[C:22](Cl)([C:35]1[CH:40]=[CH:39][CH:38]=[CH:37][CH:36]=1)([C:29]1[CH:34]=[CH:33][CH:32]=[CH:31][CH:30]=1)[C:23]1[CH:28]=[CH:27][CH:26]=[CH:25][CH:24]=1, predict the reaction product. The product is: [C:22]([NH:1][C@@H:2]([C:5]([OH:7])=[O:6])[CH2:3][OH:4])([C:23]1[CH:28]=[CH:27][CH:26]=[CH:25][CH:24]=1)([C:35]1[CH:36]=[CH:37][CH:38]=[CH:39][CH:40]=1)[C:29]1[CH:30]=[CH:31][CH:32]=[CH:33][CH:34]=1. (2) The product is: [NH2:30][C:23]1[N:22]=[CH:21][C:20]([C:9]2[N:8]=[C:7]([N:4]3[CH2:3][CH2:2][O:1][CH2:6][CH2:5]3)[C:12]3=[CH:13][C:14]([C:16]([OH:18])=[O:17])=[CH:15][N:11]3[N:10]=2)=[C:25]([C:26]([F:29])([F:28])[F:27])[CH:24]=1. Given the reactants [O:1]1[CH2:6][CH2:5][N:4]([C:7]2[C:12]3=[CH:13][C:14]([C:16]([O:18]C)=[O:17])=[CH:15][N:11]3[N:10]=[C:9]([C:20]3[CH:21]=[N:22][C:23]([NH:30]C(=O)C(C)(C)C)=[CH:24][C:25]=3[C:26]([F:29])([F:28])[F:27])[N:8]=2)[CH2:3][CH2:2]1.[OH-].[K+].C(O)(=O)C, predict the reaction product. (3) Given the reactants [OH:1][C:2]1[CH:7]=[CH:6][C:5]([CH:8]2[CH2:13][CH2:12][C:11](=[O:14])[CH2:10][CH2:9]2)=[CH:4][CH:3]=1.[BH4-].[Na+].Cl, predict the reaction product. The product is: [OH:14][CH:11]1[CH2:10][CH2:9][CH:8]([C:5]2[CH:4]=[CH:3][C:2]([OH:1])=[CH:7][CH:6]=2)[CH2:13][CH2:12]1. (4) Given the reactants [Cl:1][C:2]1[CH:7]=[CH:6][C:5]([C:8]2[N:12]([CH:13]3[CH2:15][CH2:14]3)[C:11](=[O:16])[N:10]([CH2:17][C:18](O)=[O:19])[N:9]=2)=[CH:4][CH:3]=1.[Cl:21][C:22]1[CH:23]=[C:24]([C:29]([NH2:32])([CH3:31])[CH3:30])[CH:25]=[C:26]([Cl:28])[CH:27]=1.C1C=CC2N(O)N=NC=2C=1.CCN=C=NCCCN(C)C.Cl, predict the reaction product. The product is: [Cl:1][C:2]1[CH:7]=[CH:6][C:5]([C:8]2[N:12]([CH:13]3[CH2:14][CH2:15]3)[C:11](=[O:16])[N:10]([CH2:17][C:18]([NH:32][C:29]([C:24]3[CH:25]=[C:26]([Cl:28])[CH:27]=[C:22]([Cl:21])[CH:23]=3)([CH3:30])[CH3:31])=[O:19])[N:9]=2)=[CH:4][CH:3]=1.